This data is from Forward reaction prediction with 1.9M reactions from USPTO patents (1976-2016). The task is: Predict the product of the given reaction. (1) Given the reactants Cl.[CH2:2]1[C@@H:6]2[CH2:7][NH:8][CH2:9][C@@H:5]2[CH2:4][N:3]1[C:10]([O:12][CH2:13][C:14]1[CH:19]=[C:18]([Cl:20])[CH:17]=[C:16]([Cl:21])[CH:15]=1)=[O:11].[NH:22]1[C:26]2[CH:27]=[CH:28][C:29]([CH:31]=O)=[CH:30][C:25]=2[N:24]=[CH:23]1.C(O[BH-](OC(=O)C)OC(=O)C)(=O)C.[Na+].C(O)(=O)C, predict the reaction product. The product is: [NH:22]1[C:26]2[CH:27]=[CH:28][C:29]([CH2:31][N:8]3[CH2:7][C@@H:6]4[CH2:2][N:3]([C:10]([O:12][CH2:13][C:14]5[CH:19]=[C:18]([Cl:20])[CH:17]=[C:16]([Cl:21])[CH:15]=5)=[O:11])[CH2:4][C@@H:5]4[CH2:9]3)=[CH:30][C:25]=2[N:24]=[CH:23]1. (2) Given the reactants [C:12]([O:11]C(OC([O:11][C:12]([CH3:15])([CH3:14])[CH3:13])=O)=O)([CH3:15])([CH3:14])[CH3:13].N[CH2:17][CH2:18][CH2:19][CH2:20][CH2:21]CO.CC[N:26]([CH2:29][CH3:30])CC.CS(Cl)(=O)=[O:33].[N-:36]=[N+:37]=[N-:38].[Na+], predict the reaction product. The product is: [C:12]([O:11][NH:26][C:29]([CH2:30][CH2:17][CH2:18][CH2:19][CH2:20][CH2:21][N:36]=[N+:37]=[N-:38])=[O:33])([CH3:13])([CH3:14])[CH3:15]. (3) Given the reactants [OH:1][C:2]1[CH:3]=[C:4]([CH:30]=[CH:31][CH:32]=1)[CH2:5][C:6]1[C:15](=[O:16])[C:14]2[C:9](=[CH:10][C:11]([O:17][CH2:18][C:19]3[CH:20]=[N:21][N:22]([C:24]4[CH:29]=[CH:28][CH:27]=[CH:26][CH:25]=4)[CH:23]=3)=[CH:12][CH:13]=2)[O:8][CH:7]=1.C(=O)([O-])[O-].[K+].[K+].[CH2:39](Br)[C:40]#[CH:41], predict the reaction product. The product is: [C:24]1([N:22]2[CH:23]=[C:19]([CH2:18][O:17][C:11]3[CH:10]=[C:9]4[C:14]([C:15](=[O:16])[C:6]([CH2:5][C:4]5[CH:30]=[CH:31][CH:32]=[C:2]([O:1][CH2:41][C:40]#[CH:39])[CH:3]=5)=[CH:7][O:8]4)=[CH:13][CH:12]=3)[CH:20]=[N:21]2)[CH:25]=[CH:26][CH:27]=[CH:28][CH:29]=1. (4) Given the reactants [CH3:1][O:2][C:3]1[CH:8]=[CH:7][C:6]([NH:9][C:10]2[CH:15]=[CH:14][CH:13]=[CH:12][C:11]=2[N+:16]([O-])=O)=[C:5]([CH3:19])[CH:4]=1.CO.Cl, predict the reaction product. The product is: [CH3:1][O:2][C:3]1[CH:8]=[CH:7][C:6]([NH:9][C:10]2[C:11]([NH2:16])=[CH:12][CH:13]=[CH:14][CH:15]=2)=[C:5]([CH3:19])[CH:4]=1. (5) Given the reactants [Br:1][C:2]1[C:7]([CH3:8])=[CH:6][C:5]([OH:9])=[CH:4][C:3]=1[CH3:10].[C:11](=O)([O-])[O-].[K+].[K+].CI, predict the reaction product. The product is: [Br:1][C:2]1[C:7]([CH3:8])=[CH:6][C:5]([O:9][CH3:11])=[CH:4][C:3]=1[CH3:10].